From a dataset of Catalyst prediction with 721,799 reactions and 888 catalyst types from USPTO. Predict which catalyst facilitates the given reaction. (1) Reactant: [Br:1][C:2]1[C:3]([N:12]2[CH2:17][CH2:16][N:15]([CH2:18][C:19]3[CH:24]=[CH:23][C:22]([F:25])=[CH:21][CH:20]=3)[CH2:14][CH2:13]2)=[C:4]([N+:9]([O-])=O)[C:5]([NH2:8])=[N:6][CH:7]=1.[O:26]1[CH2:31][CH2:30][N:29]([CH2:32][C:33]2[CH:40]=[CH:39][C:36]([CH:37]=O)=[CH:35][CH:34]=2)[CH2:28][CH2:27]1.[O-]S(S([O-])=O)=O.[Na+].[Na+]. Product: [Br:1][C:2]1[C:3]([N:12]2[CH2:17][CH2:16][N:15]([CH2:18][C:19]3[CH:24]=[CH:23][C:22]([F:25])=[CH:21][CH:20]=3)[CH2:14][CH2:13]2)=[C:4]2[N:9]=[C:37]([C:36]3[CH:35]=[CH:34][C:33]([CH2:32][N:29]4[CH2:30][CH2:31][O:26][CH2:27][CH2:28]4)=[CH:40][CH:39]=3)[NH:8][C:5]2=[N:6][CH:7]=1. The catalyst class is: 14. (2) Reactant: ClC(OCC)=O.[CH3:7][O:8][C:9]([C@H:11]1[CH2:16][CH2:15][C@H:14]([C:17]2[CH:22]=[CH:21][C:20]([C:23]3[N:28]=[C:27]([C:29](O)=[O:30])[CH:26]=[N:25][C:24]=3[CH3:32])=[CH:19][CH:18]=2)[CH2:13][CH2:12]1)=[O:10].C[N:34]1CCOCC1.N. Product: [NH2:34][C:29]([C:27]1[N:28]=[C:23]([C:20]2[CH:21]=[CH:22][C:17]([C@H:14]3[CH2:13][CH2:12][C@H:11]([C:9]([O:8][CH3:7])=[O:10])[CH2:16][CH2:15]3)=[CH:18][CH:19]=2)[C:24]([CH3:32])=[N:25][CH:26]=1)=[O:30]. The catalyst class is: 61. (3) Product: [Cl:1][C:2]1[CH:3]=[C:4]([N:9]2[CH2:13][C:12]3([CH2:14][CH2:15][NH:16][CH2:17][CH2:18]3)[O:11][C:10]2=[O:29])[CH:5]=[CH:6][C:7]=1[Cl:8]. The catalyst class is: 45. Reactant: [Cl:1][C:2]1[CH:3]=[C:4]([N:9]2[CH2:13][C:12]3([CH2:18][CH2:17][N:16](C(OCC4C=CC=CC=4)=O)[CH2:15][CH2:14]3)[O:11][C:10]2=[O:29])[CH:5]=[CH:6][C:7]=1[Cl:8]. (4) Reactant: [Si]([O:8][CH2:9][CH2:10][N:11]([CH:42]1[CH2:47][CH2:46][O:45][CH2:44][CH2:43]1)[C:12]([C:14]1[C:19]([O:20][CH2:21][C:22]2[CH:27]=[CH:26][CH:25]=[CH:24][CH:23]=2)=[C:18]([OH:28])[N:17]=[C:16]([CH2:29][C:30]2([C:35]3[CH:40]=[CH:39][C:38]([Cl:41])=[CH:37][CH:36]=3)[CH2:34][CH2:33][CH2:32][CH2:31]2)[N:15]=1)=[O:13])(C(C)(C)C)(C)C.Cl.C(OCC)(=O)C.C([O-])(O)=O.[Na+]. Product: [OH:8][CH2:9][CH2:10][N:11]([CH:42]1[CH2:43][CH2:44][O:45][CH2:46][CH2:47]1)[C:12]([C:14]1[C:19]([O:20][CH2:21][C:22]2[CH:23]=[CH:24][CH:25]=[CH:26][CH:27]=2)=[C:18]([OH:28])[N:17]=[C:16]([CH2:29][C:30]2([C:35]3[CH:40]=[CH:39][C:38]([Cl:41])=[CH:37][CH:36]=3)[CH2:31][CH2:32][CH2:33][CH2:34]2)[N:15]=1)=[O:13]. The catalyst class is: 188. (5) Reactant: [CH2:1]([N:8]([CH2:18][C:19]1[CH:24]=[CH:23][CH:22]=[CH:21][CH:20]=1)[CH:9]1[CH2:13][CH:12]([C:14](O)=[O:15])[CH:11]([CH3:17])[CH2:10]1)[C:2]1[CH:7]=[CH:6][CH:5]=[CH:4][CH:3]=1.C(Cl)(=O)C([Cl:28])=O.CN(C=O)C. Product: [CH2:1]([N:8]([CH2:18][C:19]1[CH:24]=[CH:23][CH:22]=[CH:21][CH:20]=1)[CH:9]1[CH2:13][CH:12]([C:14]([Cl:28])=[O:15])[CH:11]([CH3:17])[CH2:10]1)[C:2]1[CH:7]=[CH:6][CH:5]=[CH:4][CH:3]=1. The catalyst class is: 2. (6) Reactant: [NH2:1][C:2]1[CH:3]=[N:4][CH:5]=[CH:6][C:7]=1[C@@H:8]1[O:17][C@H:16]([CH3:18])[C@@:15]2([OH:19])[C@H:10]([N:11](CC3C=CC=CC=3)[CH2:12][CH2:13][CH2:14]2)[CH2:9]1.[CH3:39][C:38]([O:37][C:35](O[C:35]([O:37][C:38]([CH3:41])([CH3:40])[CH3:39])=[O:36])=[O:36])([CH3:41])[CH3:40]. Product: [NH2:1][C:2]1[CH:3]=[N:4][CH:5]=[CH:6][C:7]=1[C@@H:8]1[O:17][C@H:16]([CH3:18])[C@@:15]2([OH:19])[C@H:10]([N:11]([C:35]([O:37][C:38]([CH3:39])([CH3:40])[CH3:41])=[O:36])[CH2:12][CH2:13][CH2:14]2)[CH2:9]1. The catalyst class is: 105.